From a dataset of Reaction yield outcomes from USPTO patents with 853,638 reactions. Predict the reaction yield, written as a fraction of the theoretical maximum amount of product (1.0 means a 100% yield; for example, 0.34 means a 34% yield). The reactants are [O:1]1[CH:6]=[CH:5][CH2:4][CH2:3][CH2:2]1.[CH2:7]([O:9][C:10](=[O:34])[C:11]([CH3:33])([CH3:32])[CH2:12][CH2:13][CH2:14][CH2:15][CH2:16][CH:17]([OH:31])[CH2:18][CH2:19][CH2:20][CH2:21][CH2:22][C:23]([CH3:30])([CH3:29])[C:24]([O:26][CH2:27][CH3:28])=[O:25])[CH3:8].O.C1(C)C=CC(S(O)(=O)=O)=CC=1. The catalyst is C(Cl)Cl. The product is [CH2:27]([O:26][C:24](=[O:25])[C:23]([CH3:29])([CH3:30])[CH2:22][CH2:21][CH2:20][CH2:19][CH2:18][CH:17]([O:31][CH:6]1[CH2:5][CH2:4][CH2:3][CH2:2][O:1]1)[CH2:16][CH2:15][CH2:14][CH2:13][CH2:12][C:11]([CH3:33])([CH3:32])[C:10]([O:9][CH2:7][CH3:8])=[O:34])[CH3:28]. The yield is 0.620.